From a dataset of Hepatocyte clearance measurements from AstraZeneca. Regression/Classification. Given a drug SMILES string, predict its absorption, distribution, metabolism, or excretion properties. Task type varies by dataset: regression for continuous measurements (e.g., permeability, clearance, half-life) or binary classification for categorical outcomes (e.g., BBB penetration, CYP inhibition). For this dataset (clearance_hepatocyte_az), we predict log10(clearance) (log10 of the in vitro intrinsic clearance, CLint, in uL/min per 10^6 hepatocytes; values are censored to the assay range of 3 to 150, which is 0.477 to 2.18 on this log10 scale). (1) The compound is O=C(O)COc1ccc(Cl)cc1CN1CCN(S(=O)(=O)Cc2ccccc2)CC1. The log10(clearance) is 0.950. (2) The molecule is Nc1ccc(OCCc2ccccc2)cc1. The log10(clearance) is 2.18. (3) The molecule is CC(C)(CO)Nc1nc(SCc2cccc(F)c2F)nc2nc(N)sc12. The log10(clearance) is 0.770. (4) The molecule is CO[C@H]1C[C@@H]2CC[C@@H](C)[C@@](O)(O2)C(=O)C(=O)N2CCCC[C@H]2C(=O)O[C@H]([C@H](C)C[C@@H]2CC[C@@H](O)[C@H](OC)C2)CC(=O)[C@H](C)/C=C(\C)[C@@H](O)[C@@H](OC)C(=O)[C@H](C)C[C@H](C)/C=C/C=C/C=C/1C. The log10(clearance) is 2.18. (5) The compound is COC(=O)C1=C(C)NC(C)=C(C(=O)OCCN(C)Cc2ccccc2)C1c1cccc([N+](=O)[O-])c1. The log10(clearance) is 2.18. (6) The compound is Cc1cc(Cl)ccc1OC1CCN(CC2CCN([C@@H](Cc3ccc(F)cc3)C(=O)O)CC2)CC1. The log10(clearance) is 0.480.